Predict the product of the given reaction. From a dataset of Forward reaction prediction with 1.9M reactions from USPTO patents (1976-2016). (1) Given the reactants [C:1]([N:8]1[CH2:14][CH2:13][CH2:12][C@@H:9]1[CH2:10][OH:11])([O:3][C:4]([CH3:7])([CH3:6])[CH3:5])=[O:2].[Cr](O[Cr]([O-])(=O)=O)([O-])(=O)=O.[NH+]1C=CC=CC=1.[NH+]1C=CC=CC=1, predict the reaction product. The product is: [CH:10]([C@H:9]1[CH2:12][CH2:13][CH2:14][N:8]1[C:1]([O:3][C:4]([CH3:7])([CH3:6])[CH3:5])=[O:2])=[O:11]. (2) Given the reactants [C:1]([C:3]1[CH:4]=[C:5]([CH:11]=[CH:12][CH:13]=1)[C:6]([O:8][CH2:9][CH3:10])=[O:7])#[N:2].C1(C)C=CC=CC=1.S(=O)(=O)(O)O.[CH2:26]([O:28][C:29]1[C:37]2[O:36][C:35]([CH3:39])([CH3:38])[CH2:34][C:33]=2[CH:32]=[C:31]([CH:40](O)[CH:41]([CH3:43])[CH3:42])[CH:30]=1)[CH3:27], predict the reaction product. The product is: [CH2:9]([O:8][C:6](=[O:7])[C:5]1[CH:11]=[CH:12][CH:13]=[C:3]([C:1]2[C:32]3[C:31](=[CH:30][C:29]([O:28][CH2:26][CH3:27])=[C:37]4[O:36][C:35]([CH3:39])([CH3:38])[CH2:34][C:33]4=3)[CH2:40][C:41]([CH3:42])([CH3:43])[N:2]=2)[CH:4]=1)[CH3:10]. (3) Given the reactants [CH3:1][N:2]1[C:6]2[N:7]=[CH:8][N:9]=[C:10]([N:11]3[C:15]4=[N:16][CH:17]=[CH:18][CH:19]=[C:14]4[C:13]([C:20]([O:22]C)=[O:21])=[CH:12]3)[C:5]=2[CH:4]=[CH:3]1.O1CCCC1.[Li], predict the reaction product. The product is: [CH3:1][N:2]1[C:6]2[N:7]=[CH:8][N:9]=[C:10]([N:11]3[C:15]4=[N:16][CH:17]=[CH:18][CH:19]=[C:14]4[C:13]([C:20]([OH:22])=[O:21])=[CH:12]3)[C:5]=2[CH:4]=[CH:3]1. (4) Given the reactants [CH2:1]([O:3][C:4]([C:6]1([CH2:12][OH:13])[CH2:11][CH2:10][CH2:9][CH2:8][CH2:7]1)=[O:5])[CH3:2].[H-].[Na+].[CH3:16][O:17][CH2:18][CH2:19]Br.C(OCC)(=O)C, predict the reaction product. The product is: [CH2:1]([O:3][C:4]([C:6]1([CH2:12][O:13][CH2:19][CH2:18][O:17][CH3:16])[CH2:11][CH2:10][CH2:9][CH2:8][CH2:7]1)=[O:5])[CH3:2]. (5) Given the reactants [O:1]1[CH:5]=[CH:4][CH:3]=[C:2]1[C:6]1[NH:7][C:8]2[C:13]([CH:14]=1)=[CH:12][C:11]([S:15]([CH3:18])(=[O:17])=[O:16])=[CH:10][CH:9]=2.[H-].[Na+].[F:21][C:22]1[CH:29]=[CH:28][C:25]([CH2:26]Br)=[CH:24][CH:23]=1.[Cl-].[NH4+], predict the reaction product. The product is: [O:1]1[CH:5]=[CH:4][CH:3]=[C:2]1[C:6]1[N:7]([CH2:26][C:25]2[CH:28]=[CH:29][C:22]([F:21])=[CH:23][CH:24]=2)[C:8]2[C:13]([CH:14]=1)=[CH:12][C:11]([S:15]([CH3:18])(=[O:17])=[O:16])=[CH:10][CH:9]=2.